This data is from Catalyst prediction with 721,799 reactions and 888 catalyst types from USPTO. The task is: Predict which catalyst facilitates the given reaction. (1) Reactant: [Cl:1][C:2]1[CH:3]=[CH:4][C:5]([OH:25])=[C:6]([CH2:8][N:9]2[CH:13]=[CH:12][C:11]([C:14]([NH:16][C:17]3[C:22]([F:23])=[CH:21][CH:20]=[CH:19][C:18]=3[F:24])=[O:15])=[N:10]2)[CH:7]=1.C(=O)([O-])[O-].[K+].[K+].Br[CH:33]([CH3:35])[CH3:34]. Product: [Cl:1][C:2]1[CH:3]=[CH:4][C:5]([O:25][CH:33]([CH3:35])[CH3:34])=[C:6]([CH2:8][N:9]2[CH:13]=[CH:12][C:11]([C:14]([NH:16][C:17]3[C:18]([F:24])=[CH:19][CH:20]=[CH:21][C:22]=3[F:23])=[O:15])=[N:10]2)[CH:7]=1. The catalyst class is: 3. (2) Reactant: [F:1][C:2]1[CH:7]=[C:6]([C:8]([F:11])([F:10])[F:9])[CH:5]=[CH:4][C:3]=1[CH:12]([C:17]1[C:25]2[C:20](=[C:21]([CH2:26][S:27][CH3:28])[CH:22]=[CH:23][CH:24]=2)[NH:19][CH:18]=1)[CH2:13][CH2:14][C:15]#[N:16].ClC1C=CC=C(C(OO)=[O:37])C=1. Product: [F:1][C:2]1[CH:7]=[C:6]([C:8]([F:11])([F:10])[F:9])[CH:5]=[CH:4][C:3]=1[CH:12]([C:17]1[C:25]2[C:20](=[C:21]([CH2:26][S:27]([CH3:28])=[O:37])[CH:22]=[CH:23][CH:24]=2)[NH:19][CH:18]=1)[CH2:13][CH2:14][C:15]#[N:16]. The catalyst class is: 4. (3) Reactant: [Cl:1][C:2]1[CH:11]=[CH:10][C:9]2[CH:8]([OH:12])[CH2:7][CH2:6][CH2:5][C:4]=2[N:3]=1.N1C=CN=C1.[CH3:18][C:19]([Si:22](Cl)([CH3:24])[CH3:23])([CH3:21])[CH3:20]. Product: [Si:22]([O:12][CH:8]1[CH2:7][CH2:6][CH2:5][C:4]2[N:3]=[C:2]([Cl:1])[CH:11]=[CH:10][C:9]1=2)([C:19]([CH3:21])([CH3:20])[CH3:18])([CH3:24])[CH3:23]. The catalyst class is: 31.